Regression. Given two drug SMILES strings and cell line genomic features, predict the synergy score measuring deviation from expected non-interaction effect. From a dataset of NCI-60 drug combinations with 297,098 pairs across 59 cell lines. (1) Drug 1: C1C(C(OC1N2C=NC3=C(N=C(N=C32)Cl)N)CO)O. Drug 2: C1=NNC2=C1C(=O)NC=N2. Cell line: MOLT-4. Synergy scores: CSS=44.4, Synergy_ZIP=-1.01, Synergy_Bliss=-3.03, Synergy_Loewe=-34.8, Synergy_HSA=-2.02. (2) Drug 1: C1CN(CCN1C(=O)CCBr)C(=O)CCBr. Drug 2: C1CN(P(=O)(OC1)NCCCl)CCCl. Cell line: SF-539. Synergy scores: CSS=28.3, Synergy_ZIP=0.233, Synergy_Bliss=1.62, Synergy_Loewe=-20.4, Synergy_HSA=0.164.